Dataset: Reaction yield outcomes from USPTO patents with 853,638 reactions. Task: Predict the reaction yield, written as a fraction of the theoretical maximum amount of product (1.0 means a 100% yield; for example, 0.34 means a 34% yield). (1) The reactants are [CH3:1][C:2]1[O:6][N:5]=[C:4]([C:7]([F:10])([F:9])[F:8])[C:3]=1[CH2:11]O.P(Br)(Br)[Br:14].O. The catalyst is C(OCC)C. The product is [Br:14][CH2:11][C:3]1[C:4]([C:7]([F:10])([F:9])[F:8])=[N:5][O:6][C:2]=1[CH3:1]. The yield is 0.740. (2) The reactants are [CH3:1][S:2]([C:5]1[CH:10]=[CH:9][C:8]([C:11]2[N:16]=[CH:15][C:14]([O:17][CH2:18][CH:19]3[CH2:24][CH2:23][N:22](C(OC(C)(C)C)=O)[CH2:21][CH2:20]3)=[CH:13][CH:12]=2)=[CH:7][CH:6]=1)(=[O:4])=[O:3].[ClH:32].C(OCC)C. The catalyst is O1CCOCC1. The product is [ClH:32].[ClH:32].[CH3:1][S:2]([C:5]1[CH:10]=[CH:9][C:8]([C:11]2[CH:12]=[CH:13][C:14]([O:17][CH2:18][CH:19]3[CH2:24][CH2:23][NH:22][CH2:21][CH2:20]3)=[CH:15][N:16]=2)=[CH:7][CH:6]=1)(=[O:3])=[O:4]. The yield is 0.850.